This data is from Forward reaction prediction with 1.9M reactions from USPTO patents (1976-2016). The task is: Predict the product of the given reaction. (1) Given the reactants Br[C:2]1[CH:3]=[C:4]([O:17][CH2:18][C:19]2[C:24]([F:25])=[CH:23][CH:22]=[CH:21][C:20]=2[F:26])[C:5]2[N:6]([C:8]([C:12]([O:14][CH2:15][CH3:16])=[O:13])=[C:9]([CH3:11])[N:10]=2)[CH:7]=1.[CH:27]([B-](F)(F)F)=[CH2:28].[K+].C(N(CC)CC)C.C(OCC)(=O)C, predict the reaction product. The product is: [F:26][C:20]1[CH:21]=[CH:22][CH:23]=[C:24]([F:25])[C:19]=1[CH2:18][O:17][C:4]1[C:5]2[N:6]([C:8]([C:12]([O:14][CH2:15][CH3:16])=[O:13])=[C:9]([CH3:11])[N:10]=2)[CH:7]=[C:2]([CH:27]=[CH2:28])[CH:3]=1. (2) Given the reactants [F:1][C:2]1[CH:3]=[CH:4][C:5]([O:35][CH3:36])=[C:6]([C:8]2[CH:13]=[CH:12][N:11]=[C:10]3[N:14](S(C4C=CC(C)=CC=4)(=O)=O)[C:15]([C:17]4([OH:24])[CH2:23][C:19]5([CH2:22][NH:21][CH2:20]5)[CH2:18]4)=[CH:16][C:9]=23)[CH:7]=1.[OH-].[Na+], predict the reaction product. The product is: [F:1][C:2]1[CH:3]=[CH:4][C:5]([O:35][CH3:36])=[C:6]([C:8]2[CH:13]=[CH:12][N:11]=[C:10]3[NH:14][C:15]([C:17]4([OH:24])[CH2:18][C:19]5([CH2:20][NH:21][CH2:22]5)[CH2:23]4)=[CH:16][C:9]=23)[CH:7]=1.